Dataset: Forward reaction prediction with 1.9M reactions from USPTO patents (1976-2016). Task: Predict the product of the given reaction. (1) Given the reactants Br.C(O)(=O)C.O.[Cl:7][C:8]1[CH:13]=[CH:12][C:11]([S:14][C:15]2[CH:23]=[CH:22][C:18]([C:19]([OH:21])=[O:20])=[CH:17][CH:16]=2)=[CH:10][C:9]=1[O:24]C, predict the reaction product. The product is: [Cl:7][C:8]1[CH:13]=[CH:12][C:11]([S:14][C:15]2[CH:23]=[CH:22][C:18]([C:19]([OH:21])=[O:20])=[CH:17][CH:16]=2)=[CH:10][C:9]=1[OH:24]. (2) Given the reactants [N:1]1([C:7]2[N:12]=[C:11]([N:13]3[CH:18]4[CH2:19][CH2:20][CH:14]3[CH2:15][O:16][CH2:17]4)[N:10]=[C:9]([C:21]3[CH:27]=[CH:26][C:24]([NH2:25])=[CH:23][CH:22]=3)[N:8]=2)[CH2:6][CH2:5][O:4][CH2:3][CH2:2]1.ClC(Cl)(O[C:32](=[O:38])OC(Cl)(Cl)Cl)Cl.[F:40][C:41]1[CH:47]=[CH:46][C:44]([NH2:45])=[CH:43][CH:42]=1, predict the reaction product. The product is: [F:40][C:41]1[CH:47]=[CH:46][C:44]([NH:45][C:32]([NH:25][C:24]2[CH:26]=[CH:27][C:21]([C:9]3[N:8]=[C:7]([N:1]4[CH2:2][CH2:3][O:4][CH2:5][CH2:6]4)[N:12]=[C:11]([N:13]4[CH:14]5[CH2:20][CH2:19][CH:18]4[CH2:17][O:16][CH2:15]5)[N:10]=3)=[CH:22][CH:23]=2)=[O:38])=[CH:43][CH:42]=1. (3) Given the reactants [F:1][C:2]([F:10])([F:9])[CH:3]([OH:8])[CH2:4][C:5]([NH2:7])=O.[H-].[H-].[H-].[H-].[Li+].[Al+3].O.[OH-].[Na+], predict the reaction product. The product is: [NH2:7][CH2:5][CH2:4][CH:3]([OH:8])[C:2]([F:10])([F:9])[F:1]. (4) The product is: [F:1][C:2]1[CH:3]=[CH:4][C:5]([C:8]2[N:9]=[N:10][S:11][C:12]=2/[CH:13]=[CH:23]/[C:24]([OH:26])=[O:25])=[CH:6][CH:7]=1. Given the reactants [F:1][C:2]1[CH:7]=[CH:6][C:5]([C:8]2[N:9]=[N:10][S:11][C:12]=2[CH:13]=O)=[CH:4][CH:3]=1.C(OP([CH2:23][C:24]([O:26]CC)=[O:25])(OCC)=O)C.[H-].[Na+].Cl, predict the reaction product.